From a dataset of Forward reaction prediction with 1.9M reactions from USPTO patents (1976-2016). Predict the product of the given reaction. Given the reactants [CH3:1][C:2]1[CH:10]=[CH:9][C:8]([C@H:11]2[CH2:16][CH2:15][CH2:14][N:13]([C:17]([C:19]3[S:23][C:22]([C:24]4[CH:29]=[CH:28][C:27]([C:30]([F:33])([F:32])[F:31])=[CH:26][CH:25]=4)=[N:21][C:20]=3[CH3:34])=[O:18])[CH2:12]2)=[CH:7][C:3]=1[C:4]([OH:6])=O.C(Cl)(=O)C(Cl)=O.C[N:42](C)C=O.N, predict the reaction product. The product is: [CH3:1][C:2]1[CH:10]=[CH:9][C:8]([CH:11]2[CH2:16][CH2:15][CH2:14][N:13]([C:17]([C:19]3[S:23][C:22]([C:24]4[CH:29]=[CH:28][C:27]([C:30]([F:33])([F:31])[F:32])=[CH:26][CH:25]=4)=[N:21][C:20]=3[CH3:34])=[O:18])[CH2:12]2)=[CH:7][C:3]=1[C:4]([NH2:42])=[O:6].